From a dataset of Full USPTO retrosynthesis dataset with 1.9M reactions from patents (1976-2016). Predict the reactants needed to synthesize the given product. (1) Given the product [CH3:13][C:10]1[N:9]=[C:8]([C:5]2[N:4]=[N:3][C:2]([N:16]3[CH2:17][CH2:18][C:19]4([C:25]5=[N:26][CH:27]=[CH:28][CH:29]=[C:24]5[CH2:23][O:22]4)[CH2:20][CH2:21]3)=[CH:7][CH:6]=2)[S:12][N:11]=1, predict the reactants needed to synthesize it. The reactants are: Cl[C:2]1[N:3]=[N:4][C:5]([C:8]2[S:12][N:11]=[C:10]([CH3:13])[N:9]=2)=[CH:6][CH:7]=1.Cl.Cl.[NH:16]1[CH2:21][CH2:20][C:19]2([C:25]3=[N:26][CH:27]=[CH:28][CH:29]=[C:24]3[CH2:23][O:22]2)[CH2:18][CH2:17]1.C(=O)([O-])[O-].[K+].[K+]. (2) Given the product [C:14]([O:18][C:19]([NH:21][C@@H:22]([CH2:26][CH2:27][CH2:28][CH2:29][CH2:30][CH:31]=[CH2:32])[C:23]([N:64]1[C@H:60]([C:58](=[O:59])[NH:57][C@:52]2([C:50]([O:49][CH2:47][CH3:48])=[O:51])[CH2:54][C@H:53]2[CH:55]=[CH2:56])[CH2:61][C@@H:62]([O:65][C:66]([N:68]2[CH2:76][C:75]3[C:70](=[CH:71][CH:72]=[CH:73][C:74]=3[F:77])[CH2:69]2)=[O:67])[CH2:63]1)=[O:25])=[O:20])([CH3:15])([CH3:16])[CH3:17], predict the reactants needed to synthesize it. The reactants are: C1([NH2+]C2CCCCC2)CCCCC1.[C:14]([O:18][C:19]([NH:21][C@@H:22]([CH2:26][CH2:27][CH2:28][CH2:29][CH2:30][CH:31]=[CH2:32])[C:23]([O-:25])=O)=[O:20])([CH3:17])([CH3:16])[CH3:15].CN1CCOCC1.C(Cl)(=O)C(C)(C)C.[CH2:47]([O:49][C:50]([C@@:52]1([NH:57][C:58]([C@H:60]2[NH:64][CH2:63][C@H:62]([O:65][C:66]([N:68]3[CH2:76][C:75]4[C:70](=[CH:71][CH:72]=[CH:73][C:74]=4[F:77])[CH2:69]3)=[O:67])[CH2:61]2)=[O:59])[CH2:54][C@H:53]1[CH:55]=[CH2:56])=[O:51])[CH3:48].Cl. (3) Given the product [CH:37]([C:36]1[C:32]([O:31][CH2:2][C:3]2[CH:28]=[CH:27][C:6]([O:7][CH2:8][C:9]3[N:10]=[C:11]([C:15]4[CH:20]=[CH:19][C:18]([CH2:21][C:22]([O:24][CH2:25][CH3:26])=[O:23])=[CH:17][CH:16]=4)[O:12][C:13]=3[CH3:14])=[C:5]([O:29][CH3:30])[CH:4]=2)=[N:33][N:34]([C:39]2[CH:44]=[CH:43][CH:42]=[CH:41][CH:40]=2)[CH:35]=1)=[O:38], predict the reactants needed to synthesize it. The reactants are: Cl[CH2:2][C:3]1[CH:28]=[CH:27][C:6]([O:7][CH2:8][C:9]2[N:10]=[C:11]([C:15]3[CH:20]=[CH:19][C:18]([CH2:21][C:22]([O:24][CH2:25][CH3:26])=[O:23])=[CH:17][CH:16]=3)[O:12][C:13]=2[CH3:14])=[C:5]([O:29][CH3:30])[CH:4]=1.[OH:31][C:32]1[C:36]([CH:37]=[O:38])=[CH:35][N:34]([C:39]2[CH:44]=[CH:43][CH:42]=[CH:41][CH:40]=2)[N:33]=1.C(=O)([O-])[O-].[K+].[K+].CN(C)C=O. (4) Given the product [Cl:1][C:2]1[CH:3]=[C:4]2[C:8](=[CH:9][CH:10]=1)[N:7]([S:11]([C:14]1[CH:19]=[CH:18][C:17]([O:20][CH3:21])=[CH:16][C:15]=1[O:22][C:23]([F:26])([F:25])[F:24])(=[O:13])=[O:12])[C:6](=[O:27])[C:5]2([C:28]1[CH:33]=[C:32]([CH2:34][CH2:35][N:60]2[CH2:61][CH2:62][N:57]([C:55]([O:54][C:50]([CH3:53])([CH3:51])[CH3:52])=[O:56])[CH2:58][CH2:59]2)[CH:31]=[CH:30][C:29]=1[O:37][CH3:38])[N:39]1[CH2:48][C@H:47]([OH:49])[CH2:46][C@H:40]1[C:41]([N:43]([CH3:44])[CH3:45])=[O:42], predict the reactants needed to synthesize it. The reactants are: [Cl:1][C:2]1[CH:3]=[C:4]2[C:8](=[CH:9][CH:10]=1)[N:7]([S:11]([C:14]1[CH:19]=[CH:18][C:17]([O:20][CH3:21])=[CH:16][C:15]=1[O:22][C:23]([F:26])([F:25])[F:24])(=[O:13])=[O:12])[C:6](=[O:27])[C:5]2([N:39]1[CH2:48][C@H:47]([OH:49])[CH2:46][C@H:40]1[C:41]([N:43]([CH3:45])[CH3:44])=[O:42])[C:28]1[CH:33]=[C:32]([CH2:34][CH:35]=O)[CH:31]=[CH:30][C:29]=1[O:37][CH3:38].[C:50]([O:54][C:55]([N:57]1[CH2:62][CH2:61][NH:60][CH2:59][CH2:58]1)=[O:56])([CH3:53])([CH3:52])[CH3:51]. (5) Given the product [NH2:1][C:2]([C:4]1[CH:12]=[C:11]2[C:7]([C:8]([C:13]3[N:14]([C:31]([O:33][C:34]([CH3:37])([CH3:36])[CH3:35])=[O:32])[C:15]4[C:20]([CH:21]=3)=[CH:19][C:18]([CH:22]=[O:23])=[CH:17][CH:16]=4)=[N:9][NH:10]2)=[CH:6][CH:5]=1)=[O:3], predict the reactants needed to synthesize it. The reactants are: [NH2:1][C:2]([C:4]1[CH:12]=[C:11]2[C:7]([C:8]([C:13]3[N:14]([C:31]([O:33][C:34]([CH3:37])([CH3:36])[CH3:35])=[O:32])[C:15]4[C:20]([CH:21]=3)=[CH:19][C:18]([CH2:22][O:23][Si](C(C)(C)C)(C)C)=[CH:17][CH:16]=4)=[N:9][NH:10]2)=[CH:6][CH:5]=1)=[O:3].F.F.F.C(N(CC)CC)C.